Dataset: Forward reaction prediction with 1.9M reactions from USPTO patents (1976-2016). Task: Predict the product of the given reaction. Given the reactants C([N:4]1[CH2:9][CH2:8][CH:7]([C:10](=[O:19])[C:11]2[CH:16]=[CH:15][C:14]([F:17])=[CH:13][C:12]=2[F:18])[CH2:6][CH2:5]1)(=O)C.[ClH:20], predict the reaction product. The product is: [ClH:20].[F:18][C:12]1[CH:13]=[C:14]([F:17])[CH:15]=[CH:16][C:11]=1[C:10]([CH:7]1[CH2:8][CH2:9][NH:4][CH2:5][CH2:6]1)=[O:19].